This data is from Forward reaction prediction with 1.9M reactions from USPTO patents (1976-2016). The task is: Predict the product of the given reaction. (1) Given the reactants C(OC([NH:8][C@H:9]([C:13]([N:15]1[CH2:23][C@H:22]([O:24][C:25]2[C:34]3[C:29](=[CH:30][CH:31]=[C:32]([CH:35]=[CH2:36])[CH:33]=3)[CH:28]=[CH:27][N:26]=2)[CH2:21][C@H:16]1[C:17]([O:19][CH3:20])=[O:18])=[O:14])[CH:10]([CH3:12])[CH3:11])=O)(C)(C)C.[ClH:37].O1CCOCC1, predict the reaction product. The product is: [ClH:37].[NH2:8][C@H:9]([C:13]([N:15]1[CH2:23][C@H:22]([O:24][C:25]2[C:34]3[C:29](=[CH:30][CH:31]=[C:32]([CH:35]=[CH2:36])[CH:33]=3)[CH:28]=[CH:27][N:26]=2)[CH2:21][C@H:16]1[C:17]([O:19][CH3:20])=[O:18])=[O:14])[CH:10]([CH3:12])[CH3:11]. (2) Given the reactants [NH2:1][C:2]1[CH:7]=[C:6]([N:8]2[CH:12]=[C:11]([C:13]3[CH:18]=[CH:17][CH:16]=[CH:15][C:14]=3[Cl:19])[C:10]([C:20](O)=[O:21])=[CH:9]2)[C:5]([CH3:23])=[CH:4][N:3]=1.N.C[N:26](C(ON1N=NC2C=CC=NC1=2)=[N+](C)C)C.F[P-](F)(F)(F)(F)F.CCN(C(C)C)C(C)C, predict the reaction product. The product is: [NH2:1][C:2]1[CH:7]=[C:6]([N:8]2[CH:12]=[C:11]([C:13]3[CH:18]=[CH:17][CH:16]=[CH:15][C:14]=3[Cl:19])[C:10]([C:20]([NH2:26])=[O:21])=[CH:9]2)[C:5]([CH3:23])=[CH:4][N:3]=1. (3) Given the reactants C([Li])CCC.Br[C:7]1[CH:12]=[CH:11][C:10]([S:13]([NH:16][CH2:17][CH2:18][O:19][CH3:20])(=[O:15])=[O:14])=[CH:9][CH:8]=1.C([O:24][B:25](OC(C)C)[O:26]C(C)C)(C)C, predict the reaction product. The product is: [CH3:20][O:19][CH2:18][CH2:17][NH:16][S:13]([C:10]1[CH:11]=[CH:12][C:7]([B:25]([OH:26])[OH:24])=[CH:8][CH:9]=1)(=[O:15])=[O:14]. (4) Given the reactants CC(C)=O.Cl.C([NH:8][C:9]1[CH:17]=[C:16]2[C:12]([CH:13]=[C:14]([C:18]([O:20][CH2:21][CH3:22])=[O:19])[NH:15]2)=[CH:11][C:10]=1[O:23][CH3:24])=O, predict the reaction product. The product is: [NH2:8][C:9]1[CH:17]=[C:16]2[C:12]([CH:13]=[C:14]([C:18]([O:20][CH2:21][CH3:22])=[O:19])[NH:15]2)=[CH:11][C:10]=1[O:23][CH3:24].